From a dataset of Reaction yield outcomes from USPTO patents with 853,638 reactions. Predict the reaction yield, written as a fraction of the theoretical maximum amount of product (1.0 means a 100% yield; for example, 0.34 means a 34% yield). (1) The reactants are [C:1]([O:5][C:6](=[O:14])[NH:7][CH2:8][CH2:9][O:10][CH2:11][CH2:12][I:13])([CH3:4])([CH3:3])[CH3:2].[C:15]1([P:21]([C:28]2[CH:33]=[CH:32][CH:31]=[CH:30][CH:29]=2)[C:22]2[CH:27]=[CH:26][CH:25]=[CH:24][CH:23]=2)[CH:20]=[CH:19][CH:18]=[CH:17][CH:16]=1. The catalyst is C(OCC)(=O)C. The product is [I-:13].[CH3:2][C:1]([CH3:4])([CH3:3])[O:5][C:6](=[O:14])[NH:7][CH2:8][CH2:9][O:10][CH2:11][CH2:12][P+:21]([C:22]1[CH:23]=[CH:24][CH:25]=[CH:26][CH:27]=1)([C:28]1[CH:33]=[CH:32][CH:31]=[CH:30][CH:29]=1)[C:15]1[CH:16]=[CH:17][CH:18]=[CH:19][CH:20]=1. The yield is 0.730. (2) The reactants are [CH:1]([O:4][C:5]([C:7]1[CH:12]=[C:11](B(O)O)[CH:10]=[CH:9][N:8]=1)=[O:6])([CH3:3])[CH3:2].C(=O)([O-])[O-].[K+].[K+].Br[C:23]1[CH:24]=[CH:25][C:26]([C:29]([OH:32])([CH3:31])[CH3:30])=[N:27][CH:28]=1. The catalyst is C1(C)C=CC=CC=1. The product is [OH:32][C:29]([C:26]1[N:27]=[CH:28][C:23]([C:11]2[CH:10]=[CH:9][N:8]=[C:7]([C:5]([O:4][CH:1]([CH3:3])[CH3:2])=[O:6])[CH:12]=2)=[CH:24][CH:25]=1)([CH3:31])[CH3:30]. The yield is 0.470.